The task is: Predict the reactants needed to synthesize the given product.. This data is from Full USPTO retrosynthesis dataset with 1.9M reactions from patents (1976-2016). (1) Given the product [CH3:1][C:2]1[CH:12]=[C:11](/[CH:13]=[C:14](\[CH3:19])/[C:15]([F:16])([F:17])[F:18])[CH:10]=[CH:9][C:3]=1[C:4]([OH:6])=[O:5], predict the reactants needed to synthesize it. The reactants are: [CH3:1][C:2]1[CH:12]=[C:11](/[CH:13]=[C:14](\[CH3:19])/[C:15]([F:18])([F:17])[F:16])[CH:10]=[CH:9][C:3]=1[C:4]([O:6]CC)=[O:5].[OH-].[Na+]. (2) Given the product [Br-:33].[CH2:26]([N+:19]1[CH:20]=[CH:21][C:16](/[CH:15]=[C:7]2/[C:8](=[O:14])[C:9]3[C:5]([CH2:6]/2)=[CH:4][C:3]([O:2][CH3:1])=[C:11]([O:12][CH3:13])[CH:10]=3)=[C:17]([C:22]([NH:24][CH3:25])=[O:23])[CH:18]=1)[C:27]1[CH:32]=[CH:31][CH:30]=[CH:29][CH:28]=1, predict the reactants needed to synthesize it. The reactants are: [CH3:1][O:2][C:3]1[CH:4]=[C:5]2[C:9](=[CH:10][C:11]=1[O:12][CH3:13])[C:8](=[O:14])/[C:7](=[CH:15]/[C:16]1[CH:21]=[CH:20][N:19]=[CH:18][C:17]=1[C:22]([NH:24][CH3:25])=[O:23])/[CH2:6]2.[CH2:26]([Br:33])[C:27]1[CH:32]=[CH:31][CH:30]=[CH:29][CH:28]=1. (3) Given the product [CH3:36][O:37][C:38]1[CH:46]=[CH:45][C:44]([CH:47]2[C:51]([CH3:52])=[N:50][NH:49][N:48]2[CH3:53])=[CH:43][C:39]=1[C:40]([N:27]1[CH2:28][CH2:29][C:25]([CH2:24][CH2:23][N:19]2[CH2:20][CH2:21][CH2:22][N:16]([C:8]3[N:7]([CH2:6][CH2:5][O:4][CH2:2][CH3:3])[C:11]4[CH:12]=[CH:13][CH:14]=[CH:15][C:10]=4[N:9]=3)[CH2:17][CH2:18]2)([C:30]2[CH:35]=[CH:34][CH:33]=[CH:32][CH:31]=2)[CH2:26]1)=[O:41], predict the reactants needed to synthesize it. The reactants are: Cl.[CH2:2]([O:4][CH2:5][CH2:6][N:7]1[C:11]2[CH:12]=[CH:13][CH:14]=[CH:15][C:10]=2[N:9]=[C:8]1[N:16]1[CH2:22][CH2:21][CH2:20][N:19]([CH2:23][CH2:24][C:25]2([C:30]3[CH:35]=[CH:34][CH:33]=[CH:32][CH:31]=3)[CH2:29][CH2:28][NH:27][CH2:26]2)[CH2:18][CH2:17]1)[CH3:3].[CH3:36][O:37][C:38]1[CH:46]=[CH:45][C:44]([CH:47]2[C:51]([CH3:52])=[N:50][NH:49][N:48]2[CH3:53])=[CH:43][C:39]=1[C:40](O)=[O:41].O.ON1C2C=CC=CC=2N=N1.Cl.C(N=C=NCCCN(C)C)C.C(N(CC)CC)C. (4) Given the product [F:1][C:2]1[C:7]([F:8])=[CH:6][C:5]([C:9]2[CH:14]=[CH:13][C:12]([O:15][CH2:16][C:17]3[CH:25]=[C:24]4[C:20]([CH:21]=[CH:22][N:23]4[CH:35]([CH3:36])[CH2:34][C:33]([OH:37])=[O:32])=[CH:19][CH:18]=3)=[CH:11][CH:10]=2)=[C:4]([O:26][CH3:27])[CH:3]=1, predict the reactants needed to synthesize it. The reactants are: [F:1][C:2]1[C:7]([F:8])=[CH:6][C:5]([C:9]2[CH:14]=[CH:13][C:12]([O:15][CH2:16][C:17]3[CH:25]=[C:24]4[C:20]([CH:21]=[CH:22][NH:23]4)=[CH:19][CH:18]=3)=[CH:11][CH:10]=2)=[C:4]([O:26][CH3:27])[CH:3]=1.[H-].[Na+].C([O:32][C:33](=[O:37])/[CH:34]=[CH:35]/[CH3:36])C. (5) Given the product [CH:8]1([C:7]2[S:6][N:5]=[C:4]([C:11]3[CH:16]=[CH:15][C:14]([CH2:17][CH3:18])=[CH:13][CH:12]=3)[C:3]=2[CH2:2][O:19][C:20]2[CH:25]=[CH:24][C:23]([CH2:26][CH2:27][C:28]([OH:30])=[O:29])=[C:22]([CH3:33])[C:21]=2[CH3:34])[CH2:10][CH2:9]1, predict the reactants needed to synthesize it. The reactants are: Cl[CH2:2][C:3]1[C:4]([C:11]2[CH:16]=[CH:15][C:14]([CH2:17][CH3:18])=[CH:13][CH:12]=2)=[N:5][S:6][C:7]=1[CH:8]1[CH2:10][CH2:9]1.[OH:19][C:20]1[CH:25]=[CH:24][C:23]([CH2:26][CH2:27][C:28]([O:30]CC)=[O:29])=[C:22]([CH3:33])[C:21]=1[CH3:34]. (6) Given the product [C:7]([NH:6][CH2:5][C:4]([NH:12][NH2:13])=[O:3])([CH3:10])([CH3:9])[CH3:8], predict the reactants needed to synthesize it. The reactants are: C([O:3][C:4](=O)[CH2:5][NH:6][C:7]([CH3:10])([CH3:9])[CH3:8])C.[NH2:12][NH2:13]. (7) Given the product [CH3:9][N:10]1[C:18]2[C:13](=[CH:14][C:15]([C:2]3[CH:3]=[CH:4][C:5](=[O:8])[NH:6][CH:7]=3)=[CH:16][CH:17]=2)[CH:12]=[N:11]1, predict the reactants needed to synthesize it. The reactants are: Br[C:2]1[CH:3]=[CH:4][C:5]([OH:8])=[N:6][CH:7]=1.[CH3:9][N:10]1[C:18]2[C:13](=[CH:14][C:15](B(O)O)=[CH:16][CH:17]=2)[CH:12]=[N:11]1.C(=O)([O-])[O-].[Na+].[Na+].